This data is from Catalyst prediction with 721,799 reactions and 888 catalyst types from USPTO. The task is: Predict which catalyst facilitates the given reaction. (1) Reactant: C(OC[C:7]([CH2:12][OH:13])([CH2:10]O)[CH2:8]O)(=O)C=C.[C:35](OCC(CO[C:35](=[O:38])[CH:36]=[CH2:37])(CO[C:35](=[O:38])[CH:36]=[CH2:37])CO[C:35](=[O:38])[CH:36]=[CH2:37])(=[O:38])[CH:36]=[CH2:37]. Product: [CH2:35]1[CH2:37][CH2:36][C:35]([OH:38])([C:12]([C:7]2[CH:8]=[CH:37][CH:36]=[CH:35][CH:10]=2)=[O:13])[CH2:37][CH2:36]1. The catalyst class is: 11. (2) Reactant: [OH:1][CH2:2][CH2:3][C:4]1[CH:5]=[N:6][N:7]([C:9]2[CH:14]=[C:13]([C:15]#[N:16])[CH:12]=[CH:11][N:10]=2)[CH:8]=1.CCN(CC)CC.[CH3:24][S:25](Cl)(=[O:27])=[O:26].O. Product: [CH3:24][S:25]([O:1][CH2:2][CH2:3][C:4]1[CH:5]=[N:6][N:7]([C:9]2[CH:14]=[C:13]([C:15]#[N:16])[CH:12]=[CH:11][N:10]=2)[CH:8]=1)(=[O:27])=[O:26]. The catalyst class is: 2. (3) Reactant: Cl[C:2]1[C:11]2[C:10](=[O:12])[N:9]([CH3:13])[CH:8]=[N:7][C:6]=2[CH:5]=[C:4]([C:14]2[CH:19]=[CH:18][C:17]([N:20]3[CH2:25][CH2:24][O:23][CH2:22][CH2:21]3)=[CH:16][CH:15]=2)[N:3]=1.[OH:26][CH2:27][C:28]1[S:32][C:31](B(O)O)=[CH:30][CH:29]=1.C([O-])([O-])=O.[Na+].[Na+]. The catalyst class is: 77. Product: [OH:26][CH2:27][C:28]1[S:32][C:31]([C:2]2[C:11]3[C:10](=[O:12])[N:9]([CH3:13])[CH:8]=[N:7][C:6]=3[CH:5]=[C:4]([C:14]3[CH:19]=[CH:18][C:17]([N:20]4[CH2:25][CH2:24][O:23][CH2:22][CH2:21]4)=[CH:16][CH:15]=3)[N:3]=2)=[CH:30][CH:29]=1. (4) Reactant: [Br:1][C:2]1[CH:7]=[CH:6][C:5]([CH2:8][NH2:9])=[C:4]([F:10])[CH:3]=1.[CH3:11][S:12](Cl)(=[O:14])=[O:13].Cl. Product: [Br:1][C:2]1[CH:7]=[CH:6][C:5]([CH2:8][NH:9][S:12]([CH3:11])(=[O:14])=[O:13])=[C:4]([F:10])[CH:3]=1. The catalyst class is: 17. (5) Reactant: C(O[CH:5]1[O:22][C@H:21]([CH2:23][O:24][C:25](=[O:27])[CH3:26])[C@H:16]([O:17][C:18](=[O:20])[CH3:19])[C@H:11]([O:12][C:13](=[O:15])[CH3:14])[C@H:6]1[O:7][C:8](=[O:10])[CH3:9])(=O)C.C[Si]([N:32]=[N+:33]=[N-:34])(C)C.Cl[Sn](Cl)(Cl)Cl. Product: [C:8]([O:7][C@@H:6]1[C@@H:11]([O:12][C:13](=[O:15])[CH3:14])[C@@H:16]([O:17][C:18](=[O:20])[CH3:19])[C@@H:21]([CH2:23][O:24][C:25](=[O:27])[CH3:26])[O:22][C@H:5]1[N:32]=[N+:33]=[N-:34])(=[O:10])[CH3:9]. The catalyst class is: 2. (6) Reactant: [CH2:1]([N:4]1[CH2:9][CH2:8][CH2:7][CH:6]([C:10]2[CH:15]=[CH:14][C:13]([NH2:16])=[CH:12][CH:11]=2)[CH2:5]1)[CH2:2][CH3:3].[CH:17]([C:20]1[CH:25]=[CH:24][C:23]([S:26]([Cl:29])(=[O:28])=[O:27])=[CH:22][CH:21]=1)([CH3:19])[CH3:18].C(N(CC)CC)C.Cl. Product: [ClH:29].[CH:17]([C:20]1[CH:25]=[CH:24][C:23]([S:26]([NH:16][C:13]2[CH:12]=[CH:11][C:10]([CH:6]3[CH2:7][CH2:8][CH2:9][N:4]([CH2:1][CH2:2][CH3:3])[CH2:5]3)=[CH:15][CH:14]=2)(=[O:28])=[O:27])=[CH:22][CH:21]=1)([CH3:19])[CH3:18]. The catalyst class is: 305.